From a dataset of Experimental lipophilicity measurements (octanol/water distribution) for 4,200 compounds from AstraZeneca. Regression/Classification. Given a drug SMILES string, predict its absorption, distribution, metabolism, or excretion properties. Task type varies by dataset: regression for continuous measurements (e.g., permeability, clearance, half-life) or binary classification for categorical outcomes (e.g., BBB penetration, CYP inhibition). For this dataset (lipophilicity_astrazeneca), we predict Y. (1) The drug is NC1(C(=O)NC(CS(N)(=O)=O)c2ccc(Cl)cc2)CCN(c2ncnc3[nH]ccc23)CC1. The Y is 2.20 logD. (2) The compound is Cc1cc(-c2ccc(-c3nc4ccncc4c(O)c3C#N)cc2)ccn1. The Y is 1.60 logD. (3) The molecule is CC(O)(C(=O)Nc1ccc(S(=O)(=O)Nc2ccccc2)cc1)C(F)(F)F. The Y is 3.07 logD. (4) The compound is CCOC(=O)c1coc2ccccc2c1=O. The Y is 1.81 logD.